This data is from Forward reaction prediction with 1.9M reactions from USPTO patents (1976-2016). The task is: Predict the product of the given reaction. (1) Given the reactants [Si:1]([O:8][CH2:9][C@@H:10]([N:19]1[CH:24]=[CH:23][C:22]([C:25]2[CH:30]=[CH:29][N:28]=[C:27](S(C)(=O)=O)[N:26]=2)=[CH:21][C:20]1=[O:35])[C:11]1[CH:16]=[CH:15][C:14]([Cl:17])=[C:13]([F:18])[CH:12]=1)([C:4]([CH3:7])([CH3:6])[CH3:5])([CH3:3])[CH3:2].[CH3:36][N:37]1[CH:41]=[C:40]([NH2:42])[C:39]([CH3:43])=[N:38]1.O, predict the reaction product. The product is: [Si:1]([O:8][CH2:9][C@@H:10]([N:19]1[CH:24]=[CH:23][C:22]([C:25]2[CH:30]=[CH:29][N:28]=[C:27]([NH:42][C:40]3[C:39]([CH3:43])=[N:38][N:37]([CH3:36])[CH:41]=3)[N:26]=2)=[CH:21][C:20]1=[O:35])[C:11]1[CH:16]=[CH:15][C:14]([Cl:17])=[C:13]([F:18])[CH:12]=1)([C:4]([CH3:7])([CH3:6])[CH3:5])([CH3:3])[CH3:2]. (2) Given the reactants [Cl:1][C:2]1[CH:3]=[CH:4][C:5]([NH:20][CH2:21][C:22]2[CH:27]=[CH:26][C:25]([O:28][CH3:29])=[CH:24][C:23]=2[O:30][CH3:31])=[C:6]([CH:8]([C:10]2[C:11]([C:16]([F:19])([F:18])[F:17])=[N:12][CH:13]=[CH:14][CH:15]=2)[OH:9])[CH:7]=1.C(=O)([O-])O.[Na+].Cl/[C:38](=[CH:44]\[C:45]([O-])=[O:46])/[C:39]([O:41][CH2:42][CH3:43])=[O:40], predict the reaction product. The product is: [Cl:1][C:2]1[CH:3]=[CH:4][C:5]2[N:20]([CH2:21][C:22]3[CH:27]=[CH:26][C:25]([O:28][CH3:29])=[CH:24][C:23]=3[O:30][CH3:31])[C:45](=[O:46])[C@@H:44]([CH2:38][C:39]([O:41][CH2:42][CH3:43])=[O:40])[O:9][C@H:8]([C:10]3[C:11]([C:16]([F:19])([F:18])[F:17])=[N:12][CH:13]=[CH:14][CH:15]=3)[C:6]=2[CH:7]=1. (3) Given the reactants [NH2:1][C:2]1[N:7]=[CH:6][N:5]=[C:4]2[N:8]([CH:12]([C:14]3[CH:19]=[N:18][N:17]([CH2:20][C:21]4[CH:26]=[CH:25][CH:24]=[CH:23][CH:22]=4)[C:16](=[O:27])[C:15]=3[CH:28]3[CH2:32][CH2:31][CH2:30][CH2:29]3)[CH3:13])[N:9]=[C:10](I)[C:3]=12.CC1(C)OB([C:39]2[CH:40]=[C:41]([OH:45])[CH:42]=[N:43][CH:44]=2)OC1(C)C.C(O)C.C(=O)([O-])[O-].[Na+].[Na+], predict the reaction product. The product is: [NH2:1][C:2]1[N:7]=[CH:6][N:5]=[C:4]2[N:8]([CH:12]([C:14]3[CH:19]=[N:18][N:17]([CH2:20][C:21]4[CH:26]=[CH:25][CH:24]=[CH:23][CH:22]=4)[C:16](=[O:27])[C:15]=3[CH:28]3[CH2:32][CH2:31][CH2:30][CH2:29]3)[CH3:13])[N:9]=[C:10]([C:39]3[CH:44]=[N:43][CH:42]=[C:41]([OH:45])[CH:40]=3)[C:3]=12. (4) Given the reactants [H-].C([Al+]CC(C)C)C(C)C.[NH:11]1[C:19]2[C:14](=[CH:15][CH:16]=[CH:17][CH:18]=2)[CH:13]=[C:12]1[C:20](OC)=[O:21], predict the reaction product. The product is: [NH:11]1[C:19]2[C:14](=[CH:15][CH:16]=[CH:17][CH:18]=2)[CH:13]=[C:12]1[CH2:20][OH:21]. (5) Given the reactants [N+:1]([C:4]1[CH:9]=[CH:8][CH:7]=[CH:6][C:5]=1[S:10](Cl)(=[O:12])=[O:11])([O-:3])=[O:2].[CH3:14][S:15][C:16]1[CH:22]=[CH:21][C:19]([NH2:20])=[CH:18][CH:17]=1.N1C=CC=CC=1, predict the reaction product. The product is: [CH3:14][S:15][C:16]1[CH:22]=[CH:21][C:19]([NH:20][S:10]([C:5]2[CH:6]=[CH:7][CH:8]=[CH:9][C:4]=2[N+:1]([O-:3])=[O:2])(=[O:12])=[O:11])=[CH:18][CH:17]=1. (6) Given the reactants [Br:1][C:2]1[CH:7]=[CH:6][C:5]([CH:8]([NH:13][C@H:14]([C:21](C)(C)[O:22][SiH2]C(C)(C)C)[CH2:15][CH2:16][C:17]([F:20])([F:19])[F:18])[C:9]([F:12])([F:11])[F:10])=[CH:4][CH:3]=1.[F-].C([NH3+])(C)(C)C, predict the reaction product. The product is: [Br:1][C:2]1[CH:3]=[CH:4][C:5]([C@H:8]([NH:13][C@@H:14]([CH2:15][CH2:16][C:17]([F:18])([F:19])[F:20])[CH2:21][OH:22])[C:9]([F:12])([F:11])[F:10])=[CH:6][CH:7]=1. (7) Given the reactants [OH:1][C:2]1[CH:10]=[C:9]([CH3:11])[CH:8]=[CH:7][C:3]=1[C:4]([NH2:6])=[O:5].[C:12]([O-])([O-])=O.[K+].[K+].COS(OC)(=O)=O, predict the reaction product. The product is: [CH3:12][O:1][C:2]1[CH:10]=[C:9]([CH3:11])[CH:8]=[CH:7][C:3]=1[C:4]([NH2:6])=[O:5]. (8) Given the reactants [Br:1][C:2]1[CH:3]=[C:4]([C:9]#[N:10])[C:5](Cl)=[N:6][CH:7]=1.C([O-])([O-])=O.[Cs+].[Cs+].[C:17]([O:21][CH2:22][CH3:23])(=[O:20])[CH2:18][OH:19].CN1C(=O)CCC1, predict the reaction product. The product is: [CH2:22]([O:21][C:17]([C:18]1[O:19][C:5]2=[N:6][CH:7]=[C:2]([Br:1])[CH:3]=[C:4]2[C:9]=1[NH2:10])=[O:20])[CH3:23]. (9) Given the reactants Cl.[CH3:2][O:3][C:4]([C:6]1[C:10]([NH:11][C:12](=[O:24])[C:13]2[CH:18]=[CH:17][CH:16]=[C:15]([C:19]3[CH:20]=[N:21][NH:22][CH:23]=3)[CH:14]=2)=[CH:9][N:8]([CH:25]2[CH2:30][CH2:29][O:28][CH2:27][CH2:26]2)[N:7]=1)=[O:5].C([O-])([O-])=O.[Cs+].[Cs+].[C:37]([O:41][C:42]([NH:44][CH2:45][CH2:46][O:47][CH2:48][CH2:49]OS(C)(=O)=O)=[O:43])([CH3:40])([CH3:39])[CH3:38].O, predict the reaction product. The product is: [CH3:2][O:3][C:4]([C:6]1[C:10]([NH:11][C:12](=[O:24])[C:13]2[CH:18]=[CH:17][CH:16]=[C:15]([C:19]3[CH:20]=[N:21][N:22]([CH2:49][CH2:48][O:47][CH2:46][CH2:45][NH:44][C:42]([O:41][C:37]([CH3:38])([CH3:40])[CH3:39])=[O:43])[CH:23]=3)[CH:14]=2)=[CH:9][N:8]([CH:25]2[CH2:30][CH2:29][O:28][CH2:27][CH2:26]2)[N:7]=1)=[O:5].